Dataset: Forward reaction prediction with 1.9M reactions from USPTO patents (1976-2016). Task: Predict the product of the given reaction. (1) Given the reactants Cl[C:2]1[CH:7]=[N:6][CH:5]=[C:4]([O:8][CH2:9][C:10]2[CH:15]=[CH:14][CH:13]=[C:12]([O:16][C:17]3[CH:22]=[CH:21][CH:20]=[CH:19][CH:18]=3)[CH:11]=2)[N:3]=1.O(C1C=C(C=CC=1)CO)C1C=CC=CC=1.[NH:38]1[CH2:43][CH2:42][NH:41][CH2:40][CH2:39]1.C([O-])([O-])=O.[K+].[K+], predict the reaction product. The product is: [O:16]([C:12]1[CH:11]=[C:10]([CH:15]=[CH:14][CH:13]=1)[CH2:9][O:8][C:4]1[CH:5]=[N:6][CH:7]=[C:2]([N:38]2[CH2:43][CH2:42][NH:41][CH2:40][CH2:39]2)[N:3]=1)[C:17]1[CH:22]=[CH:21][CH:20]=[CH:19][CH:18]=1. (2) The product is: [Cl:1][C:2]1[CH:30]=[CH:29][C:5]2[N:6]([CH2:24][CH2:25][CH2:26][CH2:27][F:28])[C:7]([CH2:9][N:10]3[C:14]4[CH:15]=[N:16][CH:17]=[CH:18][C:13]=4[N:12]([CH2:19][C:20]([NH:34][CH:37]4[CH2:39][CH2:38]4)=[O:21])[C:11]3=[O:23])=[N:8][C:4]=2[CH:3]=1. Given the reactants [Cl:1][C:2]1[CH:30]=[CH:29][C:5]2[N:6]([CH2:24][CH2:25][CH2:26][CH2:27][F:28])[C:7]([CH2:9][N:10]3[C:14]4[CH:15]=[N:16][CH:17]=[CH:18][C:13]=4[N:12]([CH2:19][C:20](O)=[O:21])[C:11]3=[O:23])=[N:8][C:4]=2[CH:3]=1.C([N:34]([CH:37]([CH3:39])[CH3:38])CC)(C)C.C1(N)CC1.C[NH3+].F[P-](F)(F)(F)(F)F.N1(OC(N(C)C)=[N+](C)C)C2N=CC=CC=2N=N1.F[P-](F)(F)(F)(F)F, predict the reaction product. (3) Given the reactants N[CH2:2][C:3]1C=CC=C[C:4]=1[CH2:9][N:10]1[C:14]2C=CC=CC=2N=[C:11]1CN(C)C1C2N=CC=CC=2CCC1.[CH3:32][N:33]([CH2:44][C:45]1[N:49]([CH2:50][CH:51]2[CH2:56][CH2:55]CN(C)C2)[C:48]2[CH:58]=[CH:59][CH:60]=[CH:61][C:47]=2[N:46]=1)[CH:34]1[C:43]2[N:42]=[CH:41][CH:40]=[CH:39][C:38]=2[CH2:37][CH2:36][CH2:35]1, predict the reaction product. The product is: [CH3:11][N:10]([CH2:9][C:4]1[CH:3]=[CH:2][CH:55]=[CH:56][C:51]=1[CH2:50][N:49]1[C:48]2[CH:58]=[CH:59][CH:60]=[CH:61][C:47]=2[N:46]=[C:45]1[CH2:44][N:33]([CH3:32])[CH:34]1[C:43]2[N:42]=[CH:41][CH:40]=[CH:39][C:38]=2[CH2:37][CH2:36][CH2:35]1)[CH3:14]. (4) The product is: [Cl:9][C:10]1[N:15]=[C:14]([NH:7][C@@H:2]2[CH2:3][CH2:4][CH2:5][CH2:6][C@H:1]2[NH:8][C:27](=[O:28])[C:26]([F:37])([F:36])[F:25])[C:13]([Cl:17])=[CH:12][N:11]=1. Given the reactants [C@@H:1]1([NH2:8])[CH2:6][CH2:5][CH2:4][CH2:3][C@H:2]1[NH2:7].[Cl:9][C:10]1[N:15]=[C:14](Cl)[C:13]([Cl:17])=[CH:12][N:11]=1.C(N(CC)CC)C.[F:25][C:26]([F:37])([F:36])[C:27](O[C:27](=[O:28])[C:26]([F:37])([F:36])[F:25])=[O:28], predict the reaction product. (5) Given the reactants C[Si](C)(C)[O-].[K+].[CH2:7]([O:14][CH2:15][CH:16]1[CH2:18][CH:17]1[S:19]([N:22]1[C:26]2[C:27]3[O:31][CH:30]=[CH:29][C:28]=3[C:32]([F:35])=[C:33]([F:34])[C:25]=2[N:24]([C:36]2[CH:41]=[CH:40][C:39]([I:42])=[CH:38][C:37]=2[F:43])C1=O)(=[O:21])=[O:20])[C:8]1[CH:13]=[CH:12][CH:11]=[CH:10][CH:9]=1.C(OCC)(=O)C, predict the reaction product. The product is: [CH2:7]([O:14][CH2:15][CH:16]1[CH2:18][CH:17]1[S:19]([NH:22][C:26]1[C:27]2[O:31][CH:30]=[CH:29][C:28]=2[C:32]([F:35])=[C:33]([F:34])[C:25]=1[NH:24][C:36]1[CH:41]=[CH:40][C:39]([I:42])=[CH:38][C:37]=1[F:43])(=[O:20])=[O:21])[C:8]1[CH:9]=[CH:10][CH:11]=[CH:12][CH:13]=1. (6) Given the reactants [F:1][C:2]1[CH:7]=[CH:6][C:5]([CH:8](S(C2C=CC(C)=CC=2)(=O)=O)[NH:9][C:10](=[O:17])[C:11]2[CH:16]=[CH:15][CH:14]=[CH:13][CH:12]=2)=[CH:4][CH:3]=1.[CH2:28]([S:31][C:32]1[N:37]=[C:36]([CH:38]=[O:39])[CH:35]=[CH:34][N:33]=1)[CH2:29][CH3:30], predict the reaction product. The product is: [F:1][C:2]1[CH:3]=[CH:4][C:5]([CH:8]([NH:9][C:10](=[O:17])[C:11]2[CH:12]=[CH:13][CH:14]=[CH:15][CH:16]=2)[C:38](=[O:39])[C:36]2[CH:35]=[CH:34][N:33]=[C:32]([S:31][CH2:28][CH2:29][CH3:30])[N:37]=2)=[CH:6][CH:7]=1. (7) Given the reactants [C:1]([C:9]1[C:10](=[O:20])[N:11]([CH3:19])[C:12](=[O:18])[N:13]([CH3:17])[C:14]=1[CH2:15]Br)(=O)[C:2]1[CH:7]=[CH:6][CH:5]=[CH:4][CH:3]=1.[NH2:21][CH2:22][CH2:23][NH:24][C:25](=[O:31])[O:26][C:27]([CH3:30])([CH3:29])[CH3:28], predict the reaction product. The product is: [C:27]([O:26][C:25](=[O:31])[NH:24][CH2:23][CH2:22][N:21]1[C:1]([C:2]2[CH:7]=[CH:6][CH:5]=[CH:4][CH:3]=2)=[C:9]2[C:14]([N:13]([CH3:17])[C:12](=[O:18])[N:11]([CH3:19])[C:10]2=[O:20])=[CH:15]1)([CH3:30])([CH3:28])[CH3:29]. (8) Given the reactants Cl.[CH3:2][NH:3][O:4][CH3:5].C(N(CC)CC)C.[CH:13]([O:16][C:17]1[CH:18]=[C:19]([CH:23]=[C:24]([O:26][CH:27]([CH3:29])[CH3:28])[CH:25]=1)[C:20](Cl)=[O:21])([CH3:15])[CH3:14], predict the reaction product. The product is: [CH:13]([O:16][C:17]1[CH:18]=[C:19]([CH:23]=[C:24]([O:26][CH:27]([CH3:29])[CH3:28])[CH:25]=1)[C:20]([N:3]([O:4][CH3:5])[CH3:2])=[O:21])([CH3:15])[CH3:14].[OH:26][C:24]1[CH:23]=[C:19]([CH:18]=[C:17]([OH:16])[CH:25]=1)[C:20]([OH:21])=[O:4]. (9) Given the reactants Cl.[NH2:2][CH:3]([C:6]1[CH:11]=[CH:10][C:9]([CH:12]([CH3:14])[CH3:13])=[CH:8][CH:7]=1)[C:4]#[N:5].[CH3:15][O:16][C:17]1[C:35]([O:36][CH3:37])=[C:34]([O:38][CH3:39])[CH:33]=[CH:32][C:18]=1[C:19]([NH:21][CH2:22][CH2:23][N:24]1[CH:28]=[C:27]([C:29](O)=[O:30])[N:26]=[N:25]1)=[O:20], predict the reaction product. The product is: [C:4]([CH:3]([NH:2][C:29]([C:27]1[N:26]=[N:25][N:24]([CH2:23][CH2:22][NH:21][C:19](=[O:20])[C:18]2[CH:32]=[CH:33][C:34]([O:38][CH3:39])=[C:35]([O:36][CH3:37])[C:17]=2[O:16][CH3:15])[CH:28]=1)=[O:30])[C:6]1[CH:11]=[CH:10][C:9]([CH:12]([CH3:14])[CH3:13])=[CH:8][CH:7]=1)#[N:5].